Dataset: Forward reaction prediction with 1.9M reactions from USPTO patents (1976-2016). Task: Predict the product of the given reaction. (1) Given the reactants [N+:1]([C:4]1[CH:9]=[CH:8][C:7]([CH:10]([CH3:14])[C:11]([OH:13])=[O:12])=[CH:6][CH:5]=1)([O-:3])=[O:2].S(=O)(=O)(O)O.[CH3:20]O, predict the reaction product. The product is: [N+:1]([C:4]1[CH:5]=[CH:6][C:7]([CH:10]([CH3:14])[C:11]([O:13][CH3:20])=[O:12])=[CH:8][CH:9]=1)([O-:3])=[O:2]. (2) Given the reactants [C:1]([C:4]1[CH:5]=[CH:6][C:7]([Cl:16])=[C:8]([CH2:10][NH:11][C:12](=[O:15])[O:13][CH3:14])[CH:9]=1)(=[O:3])[CH3:2].CO[CH:19](OC)[N:20]([CH3:22])[CH3:21], predict the reaction product. The product is: [Cl:16][C:7]1[CH:6]=[CH:5][C:4]([C:1](=[O:3])[CH:2]=[CH:19][N:20]([CH3:22])[CH3:21])=[CH:9][C:8]=1[CH2:10][NH:11][C:12](=[O:15])[O:13][CH3:14]. (3) Given the reactants [CH2:1]([O:3][C:4]1[CH:12]=[C:11]([C:13]#[N:14])[CH:10]=[CH:9][C:5]=1[C:6](Cl)=[O:7])[CH3:2].[Cl:15][C:16]1[C:21]([Cl:22])=[CH:20][C:19]([NH2:23])=[C:18]([NH2:24])[CH:17]=1.C(N(CC)CC)C, predict the reaction product. The product is: [NH2:24][C:18]1[CH:17]=[C:16]([Cl:15])[C:21]([Cl:22])=[CH:20][C:19]=1[NH:23][C:6](=[O:7])[C:5]1[CH:9]=[CH:10][C:11]([C:13]#[N:14])=[CH:12][C:4]=1[O:3][CH2:1][CH3:2]. (4) Given the reactants [Cl:1][C:2]1[S:6][C:5]([C:7]([NH:9][CH2:10][CH2:11][OH:12])=[O:8])=[C:4]([Si:13]([CH3:16])([CH3:15])[CH3:14])[CH:3]=1.C(N(CC)CC)C.[CH3:24][S:25](Cl)(=[O:27])=[O:26].O, predict the reaction product. The product is: [Cl:1][C:2]1[S:6][C:5]([C:7]([NH:9][CH2:10][CH2:11][O:12][S:25]([CH3:24])(=[O:27])=[O:26])=[O:8])=[C:4]([Si:13]([CH3:16])([CH3:15])[CH3:14])[CH:3]=1.